Dataset: Peptide-MHC class I binding affinity with 185,985 pairs from IEDB/IMGT. Task: Regression. Given a peptide amino acid sequence and an MHC pseudo amino acid sequence, predict their binding affinity value. This is MHC class I binding data. (1) The peptide sequence is QEYADVFHL. The MHC is Patr-B2401 with pseudo-sequence Patr-B2401. The binding affinity (normalized) is 0.0534. (2) The peptide sequence is RISGVDRYY. The MHC is HLA-A01:01 with pseudo-sequence HLA-A01:01. The binding affinity (normalized) is 0.0905.